From a dataset of Forward reaction prediction with 1.9M reactions from USPTO patents (1976-2016). Predict the product of the given reaction. (1) Given the reactants [N:1]([C:4]1[CH:5]=[C:6]([CH:27]=[CH:28][C:29]=1[CH3:30])[C:7]([NH:9][C:10]1[CH:15]=[C:14]([C:16]([CH3:19])([CH3:18])[CH3:17])[CH:13]=[C:12]([NH:20][S:21]([CH3:24])(=[O:23])=[O:22])[C:11]=1[O:25][CH3:26])=[O:8])=[N+:2]=[N-:3].[C:31]([C:33]1[CH:34]=[N:35][CH:36]=[CH:37][C:38]=1[CH3:39])#[CH:32], predict the reaction product. The product is: [C:16]([C:14]1[CH:13]=[C:12]([NH:20][S:21]([CH3:24])(=[O:22])=[O:23])[C:11]([O:25][CH3:26])=[C:10]([NH:9][C:7](=[O:8])[C:6]2[CH:27]=[CH:28][C:29]([CH3:30])=[C:4]([N:1]3[CH:32]=[C:31]([C:33]4[CH:34]=[N:35][CH:36]=[CH:37][C:38]=4[CH3:39])[N:3]=[N:2]3)[CH:5]=2)[CH:15]=1)([CH3:18])([CH3:19])[CH3:17]. (2) Given the reactants [CH3:1][O:2][C:3]1[CH:4]=[C:5]2[C:10](=[CH:11][C:12]=1[O:13][CH3:14])[N:9]=[C:8]([N:15]([CH2:17][C:18]1([C:24]3[CH:29]=[CH:28][CH:27]=[CH:26][CH:25]=3)[CH2:23][CH2:22][NH:21][CH2:20][CH2:19]1)[CH3:16])[N:7]=[C:6]2[NH2:30].Cl[C:32]1[CH:37]=[CH:36][CH:35]=[CH:34][N:33]=1, predict the reaction product. The product is: [CH3:1][O:2][C:3]1[CH:4]=[C:5]2[C:10](=[CH:11][C:12]=1[O:13][CH3:14])[N:9]=[C:8]([N:15]([CH3:16])[CH2:17][C:18]1([C:24]3[CH:29]=[CH:28][CH:27]=[CH:26][CH:25]=3)[CH2:19][CH2:20][N:21]([C:32]3[CH:37]=[CH:36][CH:35]=[CH:34][N:33]=3)[CH2:22][CH2:23]1)[N:7]=[C:6]2[NH2:30]. (3) Given the reactants [C:1]([N:4]1[C:13]2[C:8](=[CH:9][C:10]([C:14]([NH:16][CH2:17][CH2:18][O:19][Si](C(C)(C)C)(C)C)=[O:15])=[CH:11][CH:12]=2)[C@H:7]([NH:27][C:28]2[CH:33]=[CH:32][N:31]=[C:30]([CH3:34])[N:29]=2)[C@@H:6]([CH3:35])[C@@H:5]1[CH2:36][CH3:37])(=[O:3])[CH3:2].CCCC[N+](CCCC)(CCCC)CCCC.[F-], predict the reaction product. The product is: [C:1]([N:4]1[C:13]2[C:8](=[CH:9][C:10]([C:14]([NH:16][CH2:17][CH2:18][OH:19])=[O:15])=[CH:11][CH:12]=2)[C@H:7]([NH:27][C:28]2[CH:33]=[CH:32][N:31]=[C:30]([CH3:34])[N:29]=2)[C@@H:6]([CH3:35])[C@@H:5]1[CH2:36][CH3:37])(=[O:3])[CH3:2]. (4) Given the reactants [CH:1]([C:3]1[CH:16]=[CH:15][C:6]([C:7]([NH:9][C:10]2[N:11]=[N:12][NH:13][N:14]=2)=[O:8])=[CH:5][CH:4]=1)=O.[C:17]([CH:21]1[CH2:26][CH2:25][CH:24]([NH2:27])[CH2:23][CH2:22]1)([CH3:20])([CH3:19])[CH3:18].C(O)(=O)C.C([BH3-])#N.[Na+], predict the reaction product. The product is: [C:17]([CH:21]1[CH2:22][CH2:23][CH:24]([NH:27][CH2:1][C:3]2[CH:16]=[CH:15][C:6]([C:7]([NH:9][C:10]3[N:11]=[N:12][NH:13][N:14]=3)=[O:8])=[CH:5][CH:4]=2)[CH2:25][CH2:26]1)([CH3:20])([CH3:18])[CH3:19]. (5) Given the reactants [NH2:1][C:2]1[N:7]=[C:6]([NH2:8])[C:5]([CH2:9][C:10]2[C:15]3[CH:16]=[C:17]([CH2:19][OH:20])[O:18][C:14]=3[C:13]([O:21][CH3:22])=[C:12]([O:23][CH3:24])[CH:11]=2)=[CH:4][N:3]=1, predict the reaction product. The product is: [NH2:1][C:2]1[N:7]=[C:6]([NH2:8])[C:5]([CH2:9][C:10]2[C:15]3[CH:16]=[C:17]([CH:19]=[O:20])[O:18][C:14]=3[C:13]([O:21][CH3:22])=[C:12]([O:23][CH3:24])[CH:11]=2)=[CH:4][N:3]=1. (6) Given the reactants N[C:2]1[C:3]([Cl:8])=[N:4][CH:5]=[CH:6][CH:7]=1.[F:9][C:10]([F:14])([F:13])[CH2:11][OH:12].CS(O)(=O)=O.C(ON=O)(C)(C)C.[OH-].[Na+], predict the reaction product. The product is: [Cl:8][C:3]1[C:2]([O:12][CH2:11][C:10]([F:14])([F:13])[F:9])=[CH:7][CH:6]=[CH:5][N:4]=1. (7) Given the reactants [CH:1]([N:4]([CH:14]([CH3:16])[CH3:15])[C:5](=[O:13])[C:6]1[CH:11]=[CH:10][C:9](I)=[CH:8][CH:7]=1)([CH3:3])[CH3:2].[Li]CCCC.[F:22][C:23]1[CH:30]=[CH:29][C:26]([CH:27]=[O:28])=[CH:25][C:24]=1[O:31][CH3:32].[NH4+].[Cl-], predict the reaction product. The product is: [F:22][C:23]1[CH:30]=[CH:29][C:26]([CH:27]([OH:28])[C:9]2[CH:10]=[CH:11][C:6]([C:5]([N:4]([CH:14]([CH3:16])[CH3:15])[CH:1]([CH3:3])[CH3:2])=[O:13])=[CH:7][CH:8]=2)=[CH:25][C:24]=1[O:31][CH3:32]. (8) Given the reactants [NH:1]1[CH:5]=[C:4]([C:6]2[CH:11]=[C:10]([C:12]#[N:13])[CH:9]=[CH:8][N:7]=2)[N:3]=[CH:2]1.Cl[CH2:15][CH:16]1[CH2:21][CH2:20][CH2:19][N:18]([CH3:22])[CH2:17]1, predict the reaction product. The product is: [CH3:22][N:18]1[CH2:19][CH2:20][CH2:21][CH:16]([CH2:15][N:1]2[CH:5]=[C:4]([C:6]3[CH:11]=[C:10]([C:12]#[N:13])[CH:9]=[CH:8][N:7]=3)[N:3]=[CH:2]2)[CH2:17]1.